Dataset: Forward reaction prediction with 1.9M reactions from USPTO patents (1976-2016). Task: Predict the product of the given reaction. (1) Given the reactants [Cl:1][C:2]1[CH:7]=[CH:6][C:5]([CH3:8])=[CH:4][C:3]=1[NH:9][C:10]1[N:15]2[N:16]=[CH:17][C:18]([S:19](=[O:24])(=[O:23])[NH:20][CH2:21][CH3:22])=[C:14]2[N:13]=[CH:12][C:11]=1[C:25]([O:27]CC)=O.[F:30][C:31]1[CH:36]=[CH:35][C:34]([CH:37]2[CH2:42][CH2:41][NH:40][CH2:39][CH2:38]2)=[CH:33][CH:32]=1, predict the reaction product. The product is: [CH2:21]([NH:20][S:19]([C:18]1[CH:17]=[N:16][N:15]2[C:10]([NH:9][C:3]3[CH:4]=[C:5]([CH3:8])[CH:6]=[CH:7][C:2]=3[Cl:1])=[C:11]([C:25]([N:40]3[CH2:41][CH2:42][CH:37]([C:34]4[CH:33]=[CH:32][C:31]([F:30])=[CH:36][CH:35]=4)[CH2:38][CH2:39]3)=[O:27])[CH:12]=[N:13][C:14]=12)(=[O:24])=[O:23])[CH3:22]. (2) Given the reactants [S:1]([N:9]1[CH:13]=[CH:12][N:11]=[CH:10]1)([N:4]1[CH:8]=[CH:7][N:6]=[CH:5]1)(=[O:3])=[O:2].[F:14][C:15]([F:22])([F:21])[S:16]([O:19]C)(=[O:18])=[O:17], predict the reaction product. The product is: [F:14][C:15]([F:22])([F:21])[S:16]([O-:19])(=[O:18])=[O:17].[N:4]1([S:1]([N:9]2[CH:13]=[CH:12][N+:11]([CH3:15])=[CH:10]2)(=[O:2])=[O:3])[CH:8]=[CH:7][N:6]=[CH:5]1. (3) Given the reactants [CH:1]1[C:9]2[C:8]3[CH:10]=[CH:11][CH:12]=[CH:13][C:7]=3[S:6][C:5]=2[C:4]([N:14]([C:22]2[C:27]3[S:28][C:29]4[CH:34]=[CH:33][CH:32]=[CH:31][C:30]=4[C:26]=3[CH:25]=[CH:24][CH:23]=2)[C:15]2[CH:20]=[CH:19][C:18]([OH:21])=[CH:17][CH:16]=2)=[CH:3][CH:2]=1.N1C=CC=CC=1.[S:41](O[S:41]([C:44]([F:47])([F:46])[F:45])(=[O:43])=[O:42])([C:44]([F:47])([F:46])[F:45])(=[O:43])=[O:42], predict the reaction product. The product is: [F:45][C:44]([F:47])([F:46])[S:41]([O:21][C:18]1[CH:19]=[CH:20][C:15]([N:14]([C:22]2[C:27]3[S:28][C:29]4[CH:34]=[CH:33][CH:32]=[CH:31][C:30]=4[C:26]=3[CH:25]=[CH:24][CH:23]=2)[C:4]2[C:5]3[S:6][C:7]4[CH:13]=[CH:12][CH:11]=[CH:10][C:8]=4[C:9]=3[CH:1]=[CH:2][CH:3]=2)=[CH:16][CH:17]=1)(=[O:43])=[O:42]. (4) Given the reactants Br[C:2]1[S:3][CH:4]=[C:5]([Br:7])[N:6]=1.O1CCCC1.O1CCCC1.[Br-].[CH2:19]([Zn+])[C:20]1[CH:25]=[CH:24][CH:23]=[CH:22][CH:21]=1, predict the reaction product. The product is: [CH2:19]([C:2]1[S:3][CH:4]=[C:5]([Br:7])[N:6]=1)[C:20]1[CH:25]=[CH:24][CH:23]=[CH:22][CH:21]=1. (5) Given the reactants [CH3:1][CH:2]1[CH2:7][CH2:6][NH:5][CH2:4][CH2:3]1.C(N(CC)CC)C.[CH3:15][C:16]1[C:21]([CH:22]2[CH2:26][CH2:25][CH2:24][CH2:23]2)=[C:20](Cl)[N:19]2[N:28]=[CH:29][N:30]=[C:18]2[N:17]=1, predict the reaction product. The product is: [CH3:15][C:16]1[C:21]([CH:22]2[CH2:26][CH2:25][CH2:24][CH2:23]2)=[C:20]([N:5]2[CH2:6][CH2:7][CH:2]([CH3:1])[CH2:3][CH2:4]2)[N:19]2[N:28]=[CH:29][N:30]=[C:18]2[N:17]=1.